Dataset: Reaction yield outcomes from USPTO patents with 853,638 reactions. Task: Predict the reaction yield, written as a fraction of the theoretical maximum amount of product (1.0 means a 100% yield; for example, 0.34 means a 34% yield). The reactants are C[O:2][C:3]1[CH:4]=[C:5]([C:9]2[N:14]=[C:13]3[N:15]([CH2:18][C:19]4[CH:20]=[C:21]5[C:26](=[CH:27][CH:28]=4)[N:25]=[CH:24][CH:23]=[CH:22]5)[N:16]=[N:17][C:12]3=[CH:11][CH:10]=2)[CH:6]=[CH:7][CH:8]=1. The catalyst is ClCCl.B(Br)(Br)Br. The product is [N:25]1[C:26]2[C:21](=[CH:20][C:19]([CH2:18][N:15]3[C:13]4=[N:14][C:9]([C:5]5[CH:4]=[C:3]([OH:2])[CH:8]=[CH:7][CH:6]=5)=[CH:10][CH:11]=[C:12]4[N:17]=[N:16]3)=[CH:28][CH:27]=2)[CH:22]=[CH:23][CH:24]=1. The yield is 0.280.